This data is from Peptide-MHC class I binding affinity with 185,985 pairs from IEDB/IMGT. The task is: Regression. Given a peptide amino acid sequence and an MHC pseudo amino acid sequence, predict their binding affinity value. This is MHC class I binding data. (1) The peptide sequence is RRQDILDLWIY. The MHC is HLA-B40:02 with pseudo-sequence HLA-B40:02. The binding affinity (normalized) is 0. (2) The peptide sequence is EQRRSTIFDI. The MHC is HLA-A01:01 with pseudo-sequence HLA-A01:01. The binding affinity (normalized) is 0.0961. (3) The MHC is HLA-A68:01 with pseudo-sequence HLA-A68:01. The binding affinity (normalized) is 0.504. The peptide sequence is FVSLVKKNK. (4) The peptide sequence is ISEDMHTDK. The MHC is HLA-B46:01 with pseudo-sequence HLA-B46:01. The binding affinity (normalized) is 0.0847. (5) The peptide sequence is YPKFHRSAM. The MHC is HLA-A11:01 with pseudo-sequence HLA-A11:01. The binding affinity (normalized) is 0.0847.